From a dataset of Forward reaction prediction with 1.9M reactions from USPTO patents (1976-2016). Predict the product of the given reaction. (1) Given the reactants [CH3:1][N:2]1[CH2:7][CH2:6][N:5]([C:8]2[C:16]3[N:15]=[C:14]([C@@H:17]([N:20]([CH3:31])[CH:21]4[C:30]5[N:29]=[CH:28][CH:27]=[CH:26][C:25]=5[CH2:24][CH2:23][CH2:22]4)[CH2:18][OH:19])[NH:13][C:12]=3[CH:11]=[CH:10][CH:9]=2)[CH2:4][CH2:3]1.[C:32]1([CH2:38]OC[C@@H](C(O)=O)NC(O[CH2:38][C:32]2[CH:37]=[CH:36][CH:35]=[CH:34][CH:33]=2)=O)[CH:37]=[CH:36][CH:35]=[CH:34][CH:33]=1, predict the reaction product. The product is: [CH3:31][N:20]([C@H:17]([C:14]1[NH:13][C:12]2[CH:11]=[CH:10][CH:9]=[C:8]([N:5]3[CH2:4][CH2:3][N:2]([CH3:1])[CH2:7][CH2:6]3)[C:16]=2[N:15]=1)[CH2:18][O:19][CH2:38][C:32]1[CH:37]=[CH:36][CH:35]=[CH:34][CH:33]=1)[CH:21]1[C:30]2[N:29]=[CH:28][CH:27]=[CH:26][C:25]=2[CH2:24][CH2:23][CH2:22]1. (2) Given the reactants [CH3:1][C:2]1([CH3:16])[C:7]2[CH:8]=[C:9](B(O)O)[CH:10]=[CH:11][C:6]=2[NH:5][C:4](=[O:15])[O:3]1.C(=O)([O-])[O-].[Na+].[Na+].[Br-].[Li+].[C:25]([O:28][CH2:29][CH3:30])(=O)C, predict the reaction product. The product is: [CH3:1][C:2]1([CH3:16])[O:3][C:4](=[O:15])[NH:5][C:6]2[CH:11]=[CH:10][C:9]([C:1]3[CH:2]=[C:7]([CH:8]=[C:29]([O:28][CH3:25])[CH:30]=3)[C:6]#[N:5])=[CH:8][C:7]1=2. (3) Given the reactants [Br:1][C:2]1[CH:7]=[CH:6][C:5]([CH2:8][CH2:9][CH3:10])=[C:4]([N+:11]([O-])=O)[CH:3]=1.Cl[Sn]Cl.O, predict the reaction product. The product is: [Br:1][C:2]1[CH:7]=[CH:6][C:5]([CH2:8][CH2:9][CH3:10])=[C:4]([NH2:11])[CH:3]=1. (4) Given the reactants [CH3:1][S:2](Cl)(=[O:4])=[O:3].C(Cl)(=O)C.[CH3:10][C:11]1([CH3:36])[CH2:34][C:33](=[O:35])[C:14]2[C:15]([C:18]([NH:20][C:21]3[CH:26]=[CH:25][C:24]([N:27]4[CH2:32][CH2:31][NH:30][CH2:29][CH2:28]4)=[CH:23][CH:22]=3)=[O:19])=[CH:16][O:17][C:13]=2[CH2:12]1.COC1C=C(N2CCNCC2)C=CC=1NC(C1C2C(=O)NCCC=2OC=1)=O, predict the reaction product. The product is: [CH3:10][C:11]1([CH3:36])[CH2:34][C:33](=[O:35])[C:14]2[C:15]([C:18]([NH:20][C:21]3[CH:26]=[CH:25][C:24]([N:27]4[CH2:28][CH2:29][N:30]([S:2]([CH3:1])(=[O:4])=[O:3])[CH2:31][CH2:32]4)=[CH:23][CH:22]=3)=[O:19])=[CH:16][O:17][C:13]=2[CH2:12]1. (5) The product is: [NH:12]1[C:13]2[C:18](=[CH:17][CH:16]=[CH:15][CH:14]=2)[C:10]([C:8](=[O:9])[CH:32]([NH:31][C:30]2[CH:42]=[CH:43][CH:44]=[C:28]([O:27][CH3:26])[CH:29]=2)[C:33]2[CH:41]=[C:36]3[CH:37]=[CH:38][CH:39]=[CH:40][N:35]3[N:34]=2)=[CH:11]1. Given the reactants C(N(CC)CC)C.[CH:8]([C:10]1[C:18]2[C:13](=[CH:14][CH:15]=[CH:16][CH:17]=2)[N:12](C(OC(C)(C)C)=O)[CH:11]=1)=[O:9].[CH3:26][O:27][C:28]1[CH:29]=[C:30]([CH:42]=[CH:43][CH:44]=1)[N:31]=[CH:32][C:33]1[CH:41]=[C:36]2[CH:37]=[CH:38][CH:39]=[CH:40][N:35]2[N:34]=1, predict the reaction product. (6) Given the reactants [OH-].[OH-].[C:3]1([B+2])[CH:8]=[CH:7][CH:6]=[CH:5][CH:4]=1.P([O-])([O-])([O-])=O.[K+].[K+].[K+].Cl[C:19]1[CH:24]=[CH:23][C:22]([O:25][CH3:26])=[CH:21][CH:20]=1, predict the reaction product. The product is: [CH3:26][O:25][C:22]1[CH:23]=[CH:24][C:19]([C:3]2[CH:8]=[CH:7][CH:6]=[CH:5][CH:4]=2)=[CH:20][CH:21]=1. (7) Given the reactants [ClH:1].Cl.[NH:3]1[CH2:8][CH2:7][CH:6]([O:9][C:10]2[CH:25]=[CH:24][C:13]([O:14][CH2:15][CH2:16][CH2:17][N:18]3[CH2:23][CH2:22][CH2:21][CH2:20][CH2:19]3)=[CH:12][CH:11]=2)[CH2:5][CH2:4]1.CN(C)C=O.CN(C(ON1N=NC2C=CC=CC1=2)=[N+](C)C)C.F[P-](F)(F)(F)(F)F.[CH3:55][C:56]1([C:59](O)=[O:60])[CH2:58][CH2:57]1.C([O-])(O)=O.[Na+], predict the reaction product. The product is: [ClH:1].[CH3:55][C:56]1([C:59]([N:3]2[CH2:4][CH2:5][CH:6]([O:9][C:10]3[CH:11]=[CH:12][C:13]([O:14][CH2:15][CH2:16][CH2:17][N:18]4[CH2:23][CH2:22][CH2:21][CH2:20][CH2:19]4)=[CH:24][CH:25]=3)[CH2:7][CH2:8]2)=[O:60])[CH2:58][CH2:57]1. (8) Given the reactants [CH:1]1([OH:7])[CH2:6][CH2:5][CH2:4][CH:3]=[CH:2]1.ClCCl.[Cl:11][C:12]([Cl:16])([Cl:15])[C:13]#[N:14], predict the reaction product. The product is: [Cl:11][C:12]([Cl:16])([Cl:15])[C:13](=[NH:14])[O:7][CH:1]1[CH2:6][CH2:5][CH2:4][CH:3]=[CH:2]1. (9) Given the reactants C[O:2][C:3](=[O:38])[C:4]1[CH:9]=[C:8]([NH:10][C:11](=[O:20])[C:12]2[CH:17]=[CH:16][C:15]([Cl:18])=[CH:14][C:13]=2[Cl:19])[CH:7]=[C:6]([C:21](=[O:37])[C:22]2[CH:27]=[CH:26][C:25]([N:28]([C:30]3[CH:35]=[CH:34][C:33]([Cl:36])=[CH:32][CH:31]=3)[CH3:29])=[CH:24][CH:23]=2)[CH:5]=1.[OH-].[Na+].Cl, predict the reaction product. The product is: [Cl:36][C:33]1[CH:32]=[CH:31][C:30]([N:28]([CH3:29])[C:25]2[CH:26]=[CH:27][C:22]([C:21]([C:6]3[CH:5]=[C:4]([CH:9]=[C:8]([NH:10][C:11](=[O:20])[C:12]4[CH:17]=[CH:16][C:15]([Cl:18])=[CH:14][C:13]=4[Cl:19])[CH:7]=3)[C:3]([OH:38])=[O:2])=[O:37])=[CH:23][CH:24]=2)=[CH:35][CH:34]=1. (10) Given the reactants Br[C:2]1[C:3]([O:10][C:11]([CH3:14])([CH3:13])[CH3:12])=[C:4]([CH:7]=[CH:8][CH:9]=1)[C:5]#[N:6].C([Mg]Cl)(C)C.[CH2:20]([N:27]1[CH:32]2[CH2:33][CH2:34][CH:28]1[CH:29]=[C:30](OS(C(F)(F)F)(=O)=O)[CH2:31]2)[C:21]1[CH:26]=[CH:25][CH:24]=[CH:23][CH:22]=1, predict the reaction product. The product is: [CH2:20]([N:27]1[CH:32]2[CH2:33][CH2:34][CH:28]1[CH:29]=[C:30]([C:2]1[C:3]([O:10][C:11]([CH3:14])([CH3:13])[CH3:12])=[C:4]([CH:7]=[CH:8][CH:9]=1)[C:5]#[N:6])[CH2:31]2)[C:21]1[CH:26]=[CH:25][CH:24]=[CH:23][CH:22]=1.